This data is from NCI-60 drug combinations with 297,098 pairs across 59 cell lines. The task is: Regression. Given two drug SMILES strings and cell line genomic features, predict the synergy score measuring deviation from expected non-interaction effect. Drug 1: CN1CCC(CC1)COC2=C(C=C3C(=C2)N=CN=C3NC4=C(C=C(C=C4)Br)F)OC. Drug 2: CC12CCC3C(C1CCC2O)C(CC4=C3C=CC(=C4)O)CCCCCCCCCS(=O)CCCC(C(F)(F)F)(F)F. Cell line: NCI/ADR-RES. Synergy scores: CSS=9.88, Synergy_ZIP=-2.16, Synergy_Bliss=3.06, Synergy_Loewe=2.69, Synergy_HSA=2.77.